The task is: Regression/Classification. Given a drug SMILES string, predict its absorption, distribution, metabolism, or excretion properties. Task type varies by dataset: regression for continuous measurements (e.g., permeability, clearance, half-life) or binary classification for categorical outcomes (e.g., BBB penetration, CYP inhibition). Dataset: cyp2d6_veith.. This data is from CYP2D6 inhibition data for predicting drug metabolism from PubChem BioAssay. (1) The compound is O=C1NC(=S)NC(=O)C1=Cc1cccc2cc3ccccc3cc12. The result is 0 (non-inhibitor). (2) The molecule is CC(C)CO/N=C1/C[C@@H](O)[C@@H](O)[C@@H]2[C@@H]3C(=O)N([C@@H](C)c4ccccc4)C(=O)[C@H]3CC[C@@H]12. The result is 0 (non-inhibitor).